From a dataset of Full USPTO retrosynthesis dataset with 1.9M reactions from patents (1976-2016). Predict the reactants needed to synthesize the given product. (1) Given the product [Cl:6][CH2:7][CH2:8][NH:9][C:10]([NH:5][CH2:4][CH2:3][O:2][CH3:1])=[O:11], predict the reactants needed to synthesize it. The reactants are: [CH3:1][O:2][CH2:3][CH2:4][NH2:5].[Cl:6][CH2:7][CH2:8][N:9]=[C:10]=[O:11]. (2) Given the product [NH2:1][C:2]1[N:7]=[C:6]2[CH2:15][O:16][CH2:17][C:5]2=[CH:4][CH:3]=1, predict the reactants needed to synthesize it. The reactants are: [NH2:1][C:2]1[N:7]=[C:6](Br)[C:5](Br)=[CH:4][CH:3]=1.C([Sn](CCCC)(CCCC)[CH2:15][O:16][CH2:17][Sn](CCCC)(CCCC)CCCC)CCC.CC(C1C=C(C(C)C)C(C2C=CC=CC=2P(C2CCCCC2)C2CCCCC2)=C(C(C)C)C=1)C. (3) Given the product [F:18][C:15]1[CH:16]=[CH:17][C:12]([N:8]2[C:9]3[C:4](=[CH:3][C:2]([C:25]4[CH:24]=[N:23][CH:28]=[CH:27][CH:26]=4)=[CH:11][CH:10]=3)[C:5](=[O:22])[C:6]([C:19]([NH2:21])=[O:20])=[CH:7]2)=[CH:13][CH:14]=1, predict the reactants needed to synthesize it. The reactants are: Br[C:2]1[CH:3]=[C:4]2[C:9](=[CH:10][CH:11]=1)[N:8]([C:12]1[CH:17]=[CH:16][C:15]([F:18])=[CH:14][CH:13]=1)[CH:7]=[C:6]([C:19]([NH2:21])=[O:20])[C:5]2=[O:22].[N:23]1[CH:28]=[CH:27][CH:26]=[C:25](B(O)O)[CH:24]=1.C(=O)([O-])[O-].[Na+].[Na+].C(OCC)(=O)C. (4) Given the product [CH:52]1([O:58][C:59](=[O:79])[CH2:60][CH2:61][C@H:62]([NH:78][C:13](=[O:15])[CH2:12][CH2:11][CH2:10][CH2:9][CH2:8][CH2:7][C:1]2[CH:2]=[CH:3][CH:4]=[CH:5][CH:6]=2)[CH2:63][S:64][C:65]2[CH:70]=[CH:69][C:68]([CH2:71][C:72]3[CH:73]=[CH:74][CH:75]=[CH:76][CH:77]=3)=[CH:67][CH:66]=2)[CH2:53][CH2:54][CH2:55][CH2:56][CH2:57]1, predict the reactants needed to synthesize it. The reactants are: [C:1]1([CH2:7][CH2:8][CH2:9][CH2:10][CH2:11][CH2:12][C:13]([OH:15])=O)[CH:6]=[CH:5][CH:4]=[CH:3][CH:2]=1.F[P-](F)(F)(F)(F)F.N1(O[P+](N(C)C)(N(C)C)N(C)C)C2C=CC=CC=2N=N1.CCN(C(C)C)C(C)C.[CH:52]1([O:58][C:59](=[O:79])[CH2:60][CH2:61][C@H:62]([NH2:78])[CH2:63][S:64][C:65]2[CH:70]=[CH:69][C:68]([CH2:71][C:72]3[CH:77]=[CH:76][CH:75]=[CH:74][CH:73]=3)=[CH:67][CH:66]=2)[CH2:57][CH2:56][CH2:55][CH2:54][CH2:53]1. (5) Given the product [Br:1][C:2]1[C:10]([CH3:11])=[C:6]([C:5]([OH:12])=[C:4]([C:13]([CH3:16])([CH3:15])[CH3:14])[CH:3]=1)[C:7]([NH:20][C:19]1[CH:21]=[CH:22][C:23]([N+:25]([O-:27])=[O:26])=[CH:24][C:18]=1[Cl:17])=[O:9], predict the reactants needed to synthesize it. The reactants are: [Br:1][C:2]1[C:10]([CH3:11])=[C:6]([C:7]([OH:9])=O)[C:5]([OH:12])=[C:4]([C:13]([CH3:16])([CH3:15])[CH3:14])[CH:3]=1.[Cl:17][C:18]1[CH:24]=[C:23]([N+:25]([O-:27])=[O:26])[CH:22]=[CH:21][C:19]=1[NH2:20].